This data is from Aqueous solubility values for 9,982 compounds from the AqSolDB database. The task is: Regression/Classification. Given a drug SMILES string, predict its absorption, distribution, metabolism, or excretion properties. Task type varies by dataset: regression for continuous measurements (e.g., permeability, clearance, half-life) or binary classification for categorical outcomes (e.g., BBB penetration, CYP inhibition). For this dataset (solubility_aqsoldb), we predict Y. (1) The molecule is CCCCOCCOCCOCOCCOCCOCCCC. The Y is -1.30 log mol/L. (2) The compound is Brc1ccc2ccccc2c1. The Y is -4.40 log mol/L. (3) The compound is C=C(C)C(=O)OCCOc1ccccc1. The Y is -2.95 log mol/L. (4) The compound is O=C(O)CS. The Y is -1.96 log mol/L. (5) The drug is O.O.O.O.O=S(=O)([O-])O.O=S(=O)([O-])[O-].[Ce+3]. The Y is -0.292 log mol/L. (6) The compound is Cc1cc(C2(c3ccc(O)c(C)c3)CCCCC2)ccc1O. The Y is -5.37 log mol/L.